Dataset: Full USPTO retrosynthesis dataset with 1.9M reactions from patents (1976-2016). Task: Predict the reactants needed to synthesize the given product. (1) Given the product [Br:1][C:2]1[CH:3]=[C:4]([CH:10]=[C:11]([N+:14]([O-:16])=[O:15])[C:12]=1[O:13][CH2:18][C:19]([O:21][CH3:22])=[O:20])[C:5]([O:7][CH2:8][CH3:9])=[O:6], predict the reactants needed to synthesize it. The reactants are: [Br:1][C:2]1[CH:3]=[C:4]([CH:10]=[C:11]([N+:14]([O-:16])=[O:15])[C:12]=1[OH:13])[C:5]([O:7][CH2:8][CH3:9])=[O:6].Br[CH2:18][C:19]([O:21][CH3:22])=[O:20]. (2) Given the product [ClH:19].[NH2:8][CH:9]([C:13]1[CH:18]=[CH:17][C:16]([Cl:19])=[C:15]([Cl:20])[CH:14]=1)[C:10]([O:12][CH2:25][CH3:26])=[O:11], predict the reactants needed to synthesize it. The reactants are: C(OC([NH:8][CH:9]([C:13]1[CH:18]=[CH:17][C:16]([Cl:19])=[C:15]([Cl:20])[CH:14]=1)[C:10]([OH:12])=[O:11])=O)(C)(C)C.S(Cl)(Cl)=O.[CH2:25](O)[CH3:26]. (3) Given the product [NH2:1][C:2]1[C:10]([N+:11]([O-:13])=[O:12])=[CH:9][CH:8]=[C:7]([O:16][CH3:15])[C:3]=1[C:4]([OH:6])=[O:5], predict the reactants needed to synthesize it. The reactants are: [NH2:1][C:2]1[C:10]([N+:11]([O-:13])=[O:12])=[CH:9][CH:8]=[C:7](F)[C:3]=1[C:4]([OH:6])=[O:5].[CH3:15][O-:16].[Na+]. (4) Given the product [C:21]1([S:18]([N:4]2[C:5]3[C:10](=[C:9]([CH2:12][N:60]4[CH2:65][CH2:64][NH:63][CH2:62][CH2:61]4)[CH:8]=[C:7]([C:14]([F:17])([F:15])[F:16])[CH:6]=3)[CH:11]=[C:3]2[CH2:2][OH:1])(=[O:20])=[O:19])[CH:26]=[CH:25][CH:24]=[CH:23][CH:22]=1, predict the reactants needed to synthesize it. The reactants are: [OH:1][CH2:2][C:3]1[N:4]([S:18]([C:21]2[CH:26]=[CH:25][CH:24]=[CH:23][CH:22]=2)(=[O:20])=[O:19])[C:5]2[CH:6]=[C:7]([C:14]([F:17])([F:16])[F:15])[CH:8]=[C:9]([CH:12]=O)[C:10]=2[CH:11]=1.OCC1N(S(C2C=CC=CC=2)(=O)=O)C2C(C=1)=C(C(F)(F)F)C=C(C=O)C=2.C([N:60]1[CH2:65][CH2:64][NH:63][CH2:62][CH2:61]1)(OC(C)(C)C)=O.C(O)(=O)C.[BH-](OC(C)=O)(OC(C)=O)OC(C)=O.[Na+]. (5) Given the product [Cl:19][C:16]1[CH:17]=[CH:18][C:13]([C:11]2[CH2:10][S:9][C:8](=[O:20])[N:7]([CH2:6][C:5]3[CH:21]=[C:22]4[C:2](=[CH:3][CH:4]=3)[NH:1][C:26](=[O:25])[CH:27]4[S:28][CH3:29])[N:12]=2)=[CH:14][CH:15]=1, predict the reactants needed to synthesize it. The reactants are: [NH2:1][C:2]1[CH:22]=[CH:21][C:5]([CH2:6][N:7]2[N:12]=[C:11]([C:13]3[CH:18]=[CH:17][C:16]([Cl:19])=[CH:15][CH:14]=3)[CH2:10][S:9][C:8]2=[O:20])=[CH:4][CH:3]=1.C([O:25][C:26](=O)[CH2:27][S:28][CH3:29])C.C(OCl)(C)(C)C.C(N(CC)CC)C.Cl.[OH-].[Na+]. (6) The reactants are: Cl[C:2]1[N:6]([CH3:7])[N:5]=[C:4]([CH3:8])[C:3]=1[N+:9]([O-:11])=[O:10].[Cl:12][C:13]1[CH:18]=[C:17]([F:19])[CH:16]=[CH:15][C:14]=1B(O)O.C(=O)([O-])[O-].[Cs+].[Cs+]. Given the product [Cl:12][C:13]1[CH:18]=[C:17]([F:19])[CH:16]=[CH:15][C:14]=1[C:2]1[N:6]([CH3:7])[N:5]=[C:4]([CH3:8])[C:3]=1[N+:9]([O-:11])=[O:10], predict the reactants needed to synthesize it. (7) Given the product [C:28]([C:25]1[CH:24]=[CH:23][C:22]([C:3]2[C:2]([C:34]3[CH:35]=[CH:36][C:31]([CH3:30])=[CH:32][CH:33]=3)=[CH:7][N:6]=[C:5]([O:8][CH2:9][C@@H:10]3[CH2:14][CH2:13][N:12]([C:15]([O:17][C:18]([CH3:20])([CH3:19])[CH3:21])=[O:16])[CH2:11]3)[N:4]=2)=[CH:27][CH:26]=1)#[N:29], predict the reactants needed to synthesize it. The reactants are: Cl[C:2]1[C:3]([C:22]2[CH:27]=[CH:26][C:25]([C:28]#[N:29])=[CH:24][CH:23]=2)=[N:4][C:5]([O:8][CH2:9][C@@H:10]2[CH2:14][CH2:13][N:12]([C:15]([O:17][C:18]([CH3:21])([CH3:20])[CH3:19])=[O:16])[CH2:11]2)=[N:6][CH:7]=1.[CH3:30][C:31]1[CH:36]=[CH:35][C:34](B(O)O)=[CH:33][CH:32]=1.C([O-])([O-])=O.[Na+].[Na+]. (8) Given the product [Br:1][C:2]1[CH:3]=[CH:4][C:5]([O:10][CH2:14][CH:13]([OH:15])[CH2:11][Cl:12])=[C:6]([CH:9]=1)[CH:7]=[O:8], predict the reactants needed to synthesize it. The reactants are: [Br:1][C:2]1[CH:3]=[CH:4][C:5]([OH:10])=[C:6]([CH:9]=1)[CH:7]=[O:8].[CH2:11]([CH:13]1[O:15][CH2:14]1)[Cl:12].